From a dataset of Full USPTO retrosynthesis dataset with 1.9M reactions from patents (1976-2016). Predict the reactants needed to synthesize the given product. (1) Given the product [NH2:25][C:24]1[N:23]=[CH:22][N:21]=[C:20]2[N:16]([CH2:15][CH:12]3[CH2:13][CH2:14][N:11]3[C:4]([C:3](=[CH:7][CH:8]([CH3:10])[CH3:9])[C:1]#[N:2])=[O:6])[N:17]=[C:18]([C:26]3[CH:31]=[CH:30][C:29]([O:32][C:33]4[CH:34]=[CH:35][CH:36]=[CH:37][CH:38]=4)=[CH:28][C:27]=3[F:39])[C:19]=12, predict the reactants needed to synthesize it. The reactants are: [C:1]([C:3](=[CH:7][CH:8]([CH3:10])[CH3:9])[C:4]([OH:6])=O)#[N:2].[NH:11]1[CH2:14][CH2:13][CH:12]1[CH2:15][N:16]1[C:20]2=[N:21][CH:22]=[N:23][C:24]([NH2:25])=[C:19]2[C:18]([C:26]2[CH:31]=[CH:30][C:29]([O:32][C:33]3[CH:38]=[CH:37][CH:36]=[CH:35][CH:34]=3)=[CH:28][C:27]=2[F:39])=[N:17]1.C1CN([P+](ON2N=NC3C=CC=NC2=3)(N2CCCC2)N2CCCC2)CC1.F[P-](F)(F)(F)(F)F. (2) Given the product [CH3:1][N:2]1[C:8]2[CH:9]=[CH:10][CH:11]=[CH:12][C:7]=2[NH:6][CH2:5][CH2:4][CH2:3]1, predict the reactants needed to synthesize it. The reactants are: [CH3:1][N:2]1[C:8]2[CH:9]=[CH:10][CH:11]=[CH:12][C:7]=2[NH:6][CH2:5][CH2:4][C:3]1=O.[H-].[Al+3].[Li+].[H-].[H-].[H-]. (3) Given the product [C:4]([C:6]1[CH:7]=[CH:8][C:9]([CH:12]2[CH2:26][CH2:25][C:15]3([CH:17]([C:18]([O:20][C:21]([CH3:22])([CH3:24])[CH3:23])=[O:19])[CH2:16]3)[CH2:14][CH2:13]2)=[CH:10][CH:11]=1)([OH:5])=[O:3], predict the reactants needed to synthesize it. The reactants are: C([O:3][C:4]([C:6]1[CH:11]=[CH:10][C:9]([CH:12]2[CH2:26][CH2:25][C:15]3([CH:17]([C:18]([O:20][C:21]([CH3:24])([CH3:23])[CH3:22])=[O:19])[CH2:16]3)[CH2:14][CH2:13]2)=[CH:8][CH:7]=1)=[O:5])C.C1COCC1.CO.O.[OH-].[Li+]. (4) The reactants are: [C:1]([C:5]1[CH:10]=[CH:9][C:8]([N:11]2[C:15]([OH:16])=[C:14]([C:17](=O)[CH3:18])[C:13]([CH3:20])=[N:12]2)=[CH:7][CH:6]=1)([CH3:4])([CH3:3])[CH3:2].[NH:21]1[C:25]([C:26]2[CH:35]=[CH:34][C:29]([C:30]([NH:32][NH2:33])=[O:31])=[CH:28][CH:27]=2)=[N:24][N:23]=[N:22]1. Given the product [C:1]([C:5]1[CH:10]=[CH:9][C:8]([N:11]2[C:15](=[O:16])[C:14](=[C:17]([NH:33][NH:32][C:30](=[O:31])[C:29]3[CH:34]=[CH:35][C:26]([C:25]4[NH:24][N:23]=[N:22][N:21]=4)=[CH:27][CH:28]=3)[CH3:18])[C:13]([CH3:20])=[N:12]2)=[CH:7][CH:6]=1)([CH3:4])([CH3:3])[CH3:2], predict the reactants needed to synthesize it. (5) Given the product [Cl:29][C:24]1[CH:25]=[CH:26][CH:27]=[CH:28][C:23]=1[C:16]1[CH:17]=[CH:18][CH:19]=[C:20]2[C:15]=1[O:14][CH:13]([CH2:12][NH:31][CH3:30])[CH2:22][CH2:21]2, predict the reactants needed to synthesize it. The reactants are: CC1C=CC(S(O[CH2:12][CH:13]2[CH2:22][CH2:21][C:20]3[C:15](=[C:16]([C:23]4[CH:28]=[CH:27][CH:26]=[CH:25][C:24]=4[Cl:29])[CH:17]=[CH:18][CH:19]=3)[O:14]2)(=O)=O)=CC=1.[CH3:30][NH2:31]. (6) Given the product [ClH:31].[CH2:1]1[C:6]2[C:7]3[CH:13]=[CH:12][C:11]([N:14]4[CH:19]=[CH:18][C:17]([C:20]5[CH:25]=[CH:24][C:23]([C:26]([F:29])([F:27])[F:28])=[CH:22][N:21]=5)=[CH:16][C:15]4=[O:30])=[CH:10][C:8]=3[O:9][C:5]=2[CH2:4][CH2:3][NH:2]1, predict the reactants needed to synthesize it. The reactants are: [CH2:1]1[C:6]2[C:7]3[CH:13]=[CH:12][C:11]([N:14]4[CH:19]=[CH:18][C:17]([C:20]5[CH:25]=[CH:24][C:23]([C:26]([F:29])([F:28])[F:27])=[CH:22][N:21]=5)=[CH:16][C:15]4=[O:30])=[CH:10][C:8]=3[O:9][C:5]=2[CH2:4][CH2:3][NH:2]1.[ClH:31].CCOCC.